Dataset: Blood-brain barrier permeability classification from the B3DB database. Task: Regression/Classification. Given a drug SMILES string, predict its absorption, distribution, metabolism, or excretion properties. Task type varies by dataset: regression for continuous measurements (e.g., permeability, clearance, half-life) or binary classification for categorical outcomes (e.g., BBB penetration, CYP inhibition). Dataset: b3db_classification. (1) The compound is COc1ccc(-c2nccs2)cc1CN[C@H]1CCCN[C@H]1c1ccccc1. The result is 1 (penetrates BBB). (2) The compound is CC(=O)[C@]1(O)Cc2c(O)c3c(c(O)c2[C@@H](O[C@H]2C[C@H](N)[C@@H](O)[C@H](C)O2)C1)C(=O)c1ccccc1C3=O. The result is 0 (does not penetrate BBB). (3) The compound is O=C(O)c1cc(=O)c2ccccc2[nH]1. The result is 1 (penetrates BBB). (4) The molecule is CCOc1cc(N)c([N+](=O)[O-])cc1C(=O)NC1CCN(C[C@H]2CC=CCC2)CC1. The result is 1 (penetrates BBB).